This data is from Reaction yield outcomes from USPTO patents with 853,638 reactions. The task is: Predict the reaction yield, written as a fraction of the theoretical maximum amount of product (1.0 means a 100% yield; for example, 0.34 means a 34% yield). The reactants are C1C=C(Cl)C=C(C(OO)=[O:9])C=1.[Cl:12][C:13]1[CH:18]=[CH:17][CH:16]=[C:15]([F:19])[C:14]=1[N:20]1[CH:28]=[C:23]2[CH:24]=[N:25][CH:26]=[CH:27][C:22]2=[N:21]1.S([O-])([O-])(=O)=S.[Na+].[Na+]. The catalyst is C(Cl)Cl. The product is [Cl:12][C:13]1[CH:18]=[CH:17][CH:16]=[C:15]([F:19])[C:14]=1[N:20]1[CH:28]=[C:23]2[CH:24]=[N+:25]([O-:9])[CH:26]=[CH:27][C:22]2=[N:21]1. The yield is 0.880.